Predict which catalyst facilitates the given reaction. From a dataset of Catalyst prediction with 721,799 reactions and 888 catalyst types from USPTO. Reactant: C(=O)([O-])[O-].[K+].[K+].[Cl:7][C:8]1[N:13]=[C:12](Cl)[C:11]([Cl:15])=[CH:10][N:9]=1.[F:16][CH:17]([F:20])[CH2:18][NH2:19]. The catalyst class is: 10. Product: [Cl:7][C:8]1[N:13]=[C:12]([NH:19][CH2:18][CH:17]([F:20])[F:16])[C:11]([Cl:15])=[CH:10][N:9]=1.